Dataset: Forward reaction prediction with 1.9M reactions from USPTO patents (1976-2016). Task: Predict the product of the given reaction. Given the reactants [Br:1][C:2]1[C:6]2[CH2:7][N:8]([C:11]([O:13][C:14]([CH3:17])([CH3:16])[CH3:15])=[O:12])[CH2:9][CH2:10][C:5]=2[NH:4][N:3]=1.C([O-])([O-])=O.[Cs+].[Cs+].CS(O[CH:29]1[CH2:33][CH2:32][O:31][CH2:30]1)(=O)=O, predict the reaction product. The product is: [Br:1][C:2]1[C:6]2[CH2:7][N:8]([C:11]([O:13][C:14]([CH3:17])([CH3:16])[CH3:15])=[O:12])[CH2:9][CH2:10][C:5]=2[N:4]([CH:29]2[CH2:33][CH2:32][O:31][CH2:30]2)[N:3]=1.